Dataset: Forward reaction prediction with 1.9M reactions from USPTO patents (1976-2016). Task: Predict the product of the given reaction. (1) Given the reactants [OH:1][C:2]1[C:7]2[C@@:8]3([OH:45])[C@@:21]([O:25][CH3:26])([C@H:22]([OH:24])[CH2:23][C:6]=2[CH:5]=[C:4]([CH3:46])[C:3]=1[C:47]([O:49][CH3:50])=[O:48])[C:20](=[O:27])[C:19]1[C:10](=[CH:11][C:12]2[C:13](=[O:43])[C:14]([NH:30][C@@H:31]4[C@H:36]([O:37][CH3:38])[C@H:35]([OH:39])[C@@H:34]([O:40][CH3:41])[C@H:33]([CH3:42])[O:32]4)=[CH:15][C:16](=[O:29])[C:17]=2[C:18]=1[OH:28])[C:9]3=[O:44].[Br:51]N1C(=O)CCC1=O.C(OOC(=O)C1C=CC=CC=1)(=O)C1C=CC=CC=1, predict the reaction product. The product is: [Br:51][C:5]1[C:6]2[CH2:23][C@@H:22]([OH:24])[C@:21]3([O:25][CH3:26])[C@:8]([OH:45])([C:7]=2[C:2]([OH:1])=[C:3]([C:47]([O:49][CH3:50])=[O:48])[C:4]=1[CH3:46])[C:9](=[O:44])[C:10]1[C:19](=[C:18]([OH:28])[C:17]2[C:16](=[O:29])[CH:15]=[C:14]([NH:30][C@@H:31]4[C@H:36]([O:37][CH3:38])[C@H:35]([OH:39])[C@@H:34]([O:40][CH3:41])[C@H:33]([CH3:42])[O:32]4)[C:13](=[O:43])[C:12]=2[CH:11]=1)[C:20]3=[O:27]. (2) Given the reactants Br[C:2]1[CH:16]=[CH:15][C:5]([CH2:6][NH:7][C:8](=[O:14])[O:9][C:10]([CH3:13])([CH3:12])[CH3:11])=[CH:4][CH:3]=1.CC1(C)C(C)(C)OB([C:25]2[CH:26]=[C:27]([CH:38]=[CH:39][CH:40]=2)[C:28]([O:30]CC2C=CC=CC=2)=[O:29])O1.C(=O)([O-])[O-].[Na+].[Na+].O, predict the reaction product. The product is: [C:10]([O:9][C:8]([NH:7][CH2:6][C:5]1[CH:15]=[CH:16][C:2]([C:25]2[CH:40]=[CH:39][CH:38]=[C:27]([C:28]([OH:30])=[O:29])[CH:26]=2)=[CH:3][CH:4]=1)=[O:14])([CH3:13])([CH3:12])[CH3:11].